Task: Predict the reaction yield, written as a fraction of the theoretical maximum amount of product (1.0 means a 100% yield; for example, 0.34 means a 34% yield).. Dataset: Reaction yield outcomes from USPTO patents with 853,638 reactions (1) The reactants are [C:1](OC(=O)C)(=[O:3])C.[CH3:8][O:9][C:10]([C:12]1[S:13][CH:14]=[CH:15][C:16]=1[NH2:17])=[O:11]. The catalyst is C(O)=O. The product is [CH3:8][O:9][C:10]([C:12]1[S:13][CH:14]=[CH:15][C:16]=1[NH:17][CH:1]=[O:3])=[O:11]. The yield is 0.850. (2) The reactants are [CH2:1]([S:3][C:4]1[C:9]([C:10]([NH:12][CH2:13][C:14]2[CH:19]=[CH:18][CH:17]=[C:16]([F:20])[CH:15]=2)=[O:11])=[C:8](C)[CH:7]=C(NC)[N:5]=1)[CH3:2].C[CH2:25][N:26]([CH:30]([CH3:32])C)[CH:27]([CH3:29])C.CC(OC(C)=O)=[O:35]. The catalyst is C(Cl)Cl.C1COCC1.O. The product is [C:30]([N:26]([CH3:25])[C:27]1[N:5]=[C:4]([S:3][CH2:1][CH3:2])[C:9]([C:10]([NH:12][CH2:13][C:14]2[CH:19]=[CH:18][CH:17]=[C:16]([F:20])[CH:15]=2)=[O:11])=[C:8]([CH3:7])[CH:29]=1)(=[O:35])[CH3:32]. The yield is 0.800.